Dataset: Catalyst prediction with 721,799 reactions and 888 catalyst types from USPTO. Task: Predict which catalyst facilitates the given reaction. (1) Reactant: Cl[C:2]1[C:11]([N:12]([CH:14]([CH3:16])[CH3:15])[CH3:13])=[N:10][C:9]2[C:4](=[CH:5][CH:6]=[C:7]([C:17]([O:19][CH3:20])=[O:18])[CH:8]=2)[N:3]=1.[CH3:21][C:22]1[C:30]2[C:25](=[CH:26][CH:27]=[C:28](B3OC(C)(C)C(C)(C)O3)[CH:29]=2)[NH:24][N:23]=1.[O-]P([O-])([O-])=O.[K+].[K+].[K+]. Product: [CH:14]([N:12]([CH3:13])[C:11]1[C:2]([C:28]2[CH:29]=[C:30]3[C:25](=[CH:26][CH:27]=2)[NH:24][N:23]=[C:22]3[CH3:21])=[N:3][C:4]2[C:9]([N:10]=1)=[CH:8][C:7]([C:17]([O:19][CH3:20])=[O:18])=[CH:6][CH:5]=2)([CH3:16])[CH3:15]. The catalyst class is: 70. (2) Reactant: COC1C=CC(C[N:8](CC2C=CC(OC)=CC=2)[C:9]2[N:14]=[C:13]([CH3:15])[N:12]=[C:11]([C:16]3[C:17]([NH:24][C:25]4[CH:26]=[N:27][C:28]([O:32][CH3:33])=[C:29]([F:31])[CH:30]=4)=[N:18][CH:19]=[C:20]([CH:23]=3)[CH:21]=[O:22])[N:10]=2)=CC=1.C(O)(C(F)(F)F)=O.S(O)(C(F)(F)F)(=O)=O. Product: [NH2:8][C:9]1[N:14]=[C:13]([CH3:15])[N:12]=[C:11]([C:16]2[C:17]([NH:24][C:25]3[CH:26]=[N:27][C:28]([O:32][CH3:33])=[C:29]([F:31])[CH:30]=3)=[N:18][CH:19]=[C:20]([CH:23]=2)[CH:21]=[O:22])[N:10]=1. The catalyst class is: 2. (3) Reactant: [C:1]([C:4]1[CH:9]=[CH:8][C:7]([C:10]2[N:11]=[C:12]3[C:18]4[CH:19]=[CH:20][CH:21]=[CH:22][C:17]=4[NH:16][C:15]4[N:23]=[CH:24][CH:25]=[CH:26][C:14]=4[N:13]3[C:27]=2[C:28]2[CH:33]=[CH:32][C:31]([C:34]3([NH:38]C(=O)OC(C)(C)C)[CH2:37][CH2:36][CH2:35]3)=[CH:30][CH:29]=2)=[CH:6][CH:5]=1)(=[O:3])[CH3:2].[ClH:46].O1CCOCC1. Product: [ClH:46].[ClH:46].[ClH:46].[NH2:38][C:34]1([C:31]2[CH:30]=[CH:29][C:28]([C:27]3[N:13]4[C:14]5[CH:26]=[CH:25][CH:24]=[N:23][C:15]=5[NH:16][C:17]5[CH:22]=[CH:21][CH:20]=[CH:19][C:18]=5[C:12]4=[N:11][C:10]=3[C:7]3[CH:6]=[CH:5][C:4]([C:1](=[O:3])[CH3:2])=[CH:9][CH:8]=3)=[CH:33][CH:32]=2)[CH2:35][CH2:36][CH2:37]1. The catalyst class is: 5. (4) Reactant: C([O-])([O-])=O.[K+].[K+].[N+:7]([CH2:9]S(C1C=CC(C)=CC=1)(=O)=O)#[C-:8].[CH:20]([C:22]1[CH:23]=[C:24]([CH:27]=[CH:28][CH:29]=1)[C:25]#[N:26])=[O:21]. Product: [O:21]1[C:20]([C:22]2[CH:23]=[C:24]([CH:27]=[CH:28][CH:29]=2)[C:25]#[N:26])=[CH:9][N:7]=[CH:8]1. The catalyst class is: 5. (5) Reactant: Cl.O1CCOCC1.[CH3:8][O:9][CH2:10][C:11]1([CH2:24][N:25]([C@@H:32]2[CH2:34][C@H:33]2[C:35]2[CH:40]=[CH:39][CH:38]=[CH:37][CH:36]=2)[C:26](=[O:31])[C:27]([F:30])([F:29])[F:28])[CH2:16][CH2:15][N:14](C(OC(C)(C)C)=O)[CH2:13][CH2:12]1. Product: [F:30][C:27]([F:28])([F:29])[C:26]([N:25]([CH2:24][C:11]1([CH2:10][O:9][CH3:8])[CH2:16][CH2:15][NH:14][CH2:13][CH2:12]1)[C@@H:32]1[CH2:34][C@H:33]1[C:35]1[CH:40]=[CH:39][CH:38]=[CH:37][CH:36]=1)=[O:31]. The catalyst class is: 2. (6) Reactant: [CH3:1][O:2][C:3]1[CH:4]=[C:5]([CH:31]=[CH:32][CH:33]=1)[CH2:6][N:7]1[CH2:11][CH2:10][C@@H:9]([NH:12][C:13]2[N:14]=[CH:15][C:16](/[CH:19]=[CH:20]/[C:21]([NH:23][O:24]C3CCCCO3)=[O:22])=[N:17][CH:18]=2)[CH2:8]1.[ClH:34].CCO.C(OCC)(=O)C. Product: [ClH:34].[ClH:34].[OH:24][NH:23][C:21](=[O:22])/[CH:20]=[CH:19]/[C:16]1[CH:15]=[N:14][C:13]([NH:12][C@@H:9]2[CH2:10][CH2:11][N:7]([CH2:6][C:5]3[CH:31]=[CH:32][CH:33]=[C:3]([O:2][CH3:1])[CH:4]=3)[CH2:8]2)=[CH:18][N:17]=1. The catalyst class is: 8. (7) Reactant: [F:1][C:2]1[C:10]([C:11]2[CH:12]=[N:13][N:14]([CH3:16])[CH:15]=2)=[CH:9][CH:8]=[C:7]2[C:3]=1[CH2:4][CH2:5][NH:6]2.Br[C:18]1[C:22]2[CH2:23][N:24]([C:27](=[O:29])[CH3:28])[CH2:25][CH2:26][C:21]=2[N:20]([CH3:30])[N:19]=1.COC(C)(C)C.C1(P(C2CCCCC2)C2C=CC=CC=2C2C(OC(C)C)=CC=CC=2OC(C)C)CCCCC1.C(O[Na])(C)(C)C. Product: [F:1][C:2]1[C:10]([C:11]2[CH:12]=[N:13][N:14]([CH3:16])[CH:15]=2)=[CH:9][CH:8]=[C:7]2[C:3]=1[CH2:4][CH2:5][N:6]2[C:18]1[C:22]2[CH2:23][N:24]([C:27](=[O:29])[CH3:28])[CH2:25][CH2:26][C:21]=2[N:20]([CH3:30])[N:19]=1. The catalyst class is: 12. (8) Reactant: [CH3:1][C@:2]12[C:8]([CH3:10])([CH3:9])[C@H:5]([CH2:6][CH2:7]1)[CH:4]([C:11](Cl)=[O:12])[C:3]2=O.C(N(CC)CC)C.C(O[C:27]([N:29](C)[NH:30][C:31]1[CH:36]=[C:35]([F:37])[CH:34]=[CH:33][C:32]=1[C:38]([F:41])([F:40])[F:39])=O)(C)(C)C.Cl.O1CCOCC1. Product: [F:37][C:35]1[CH:34]=[CH:33][C:32]([C:38]([F:39])([F:40])[F:41])=[C:31]([N:30]2[C:11](=[O:12])[C:4]3[C@@H:5]4[C:8]([CH3:10])([CH3:9])[C@@:2]([CH3:1])([CH2:7][CH2:6]4)[C:3]=3[N:29]2[CH3:27])[CH:36]=1. The catalyst class is: 26. (9) Reactant: [O:1]1[CH2:14][CH:2]1[CH2:3][O:4][C:5]1[CH:10]=[CH:9][C:8]([N+:11]([O-:13])=[O:12])=[CH:7][CH:6]=1.[CH3:15][NH:16][CH3:17]. Product: [OH:1][CH:2]([CH2:14][N:16]([CH3:17])[CH3:15])[CH2:3][O:4][C:5]1[CH:10]=[CH:9][C:8]([N+:11]([O-:13])=[O:12])=[CH:7][CH:6]=1. The catalyst class is: 475. (10) Reactant: Br[C:2]1[C:11]2[C:6](=[CH:7][CH:8]=[CH:9][CH:10]=2)[C:5]([F:12])=[CH:4][CH:3]=1.[Li]C(C)(C)C.[P:18](Cl)([O:23][CH2:24][CH3:25])([O:20][CH2:21][CH3:22])=[O:19]. Product: [CH2:21]([O:20][P:18]([C:2]1[C:11]2[C:6](=[CH:7][CH:8]=[CH:9][CH:10]=2)[C:5]([F:12])=[CH:4][CH:3]=1)(=[O:19])[O:23][CH2:24][CH3:25])[CH3:22]. The catalyst class is: 7.